From a dataset of Peptide-MHC class I binding affinity with 185,985 pairs from IEDB/IMGT. Regression. Given a peptide amino acid sequence and an MHC pseudo amino acid sequence, predict their binding affinity value. This is MHC class I binding data. (1) The peptide sequence is EPFSRRHPL. The MHC is HLA-B58:01 with pseudo-sequence HLA-B58:01. The binding affinity (normalized) is 0.0847. (2) The peptide sequence is IMEIVSHLRA. The MHC is HLA-A02:03 with pseudo-sequence HLA-A02:03. The binding affinity (normalized) is 0.447. (3) The peptide sequence is IEELRQHLL. The MHC is HLA-A30:01 with pseudo-sequence HLA-A30:01. The binding affinity (normalized) is 0.